This data is from Peptide-MHC class I binding affinity with 185,985 pairs from IEDB/IMGT. The task is: Regression. Given a peptide amino acid sequence and an MHC pseudo amino acid sequence, predict their binding affinity value. This is MHC class I binding data. (1) The peptide sequence is RASHFRKLF. The MHC is HLA-A02:16 with pseudo-sequence HLA-A02:16. The binding affinity (normalized) is 0.0847. (2) The peptide sequence is RFRNHMCLV. The MHC is HLA-B15:01 with pseudo-sequence HLA-B15:01. The binding affinity (normalized) is 0.231.